Dataset: Ames mutagenicity test results for genotoxicity prediction. Task: Regression/Classification. Given a drug SMILES string, predict its toxicity properties. Task type varies by dataset: regression for continuous values (e.g., LD50, hERG inhibition percentage) or binary classification for toxic/non-toxic outcomes (e.g., AMES mutagenicity, cardiotoxicity, hepatotoxicity). Dataset: ames. (1) The drug is Nc1ccc(Cc2ccc(NO)c(Cl)c2)cc1Cl. The result is 1 (mutagenic). (2) The result is 1 (mutagenic). The compound is Cc1ccc(CCC2CO2)cc1.